This data is from Catalyst prediction with 721,799 reactions and 888 catalyst types from USPTO. The task is: Predict which catalyst facilitates the given reaction. Reactant: C([N:8]1[CH2:16][CH2:15][N:14]([C:17]2[C:18]3[CH:25]=[CH:24][NH:23][C:19]=3[N:20]=[CH:21][N:22]=2)[CH2:13][C:10]2([CH2:12][CH2:11]2)[CH2:9]1)C1C=CC=CC=1.ClCCOC(Cl)=O. Product: [N:20]1[C:19]2[NH:23][CH:24]=[CH:25][C:18]=2[C:17]([N:14]2[CH2:15][CH2:16][NH:8][CH2:9][C:10]3([CH2:12][CH2:11]3)[CH2:13]2)=[N:22][CH:21]=1. The catalyst class is: 68.